Predict the reactants needed to synthesize the given product. From a dataset of Full USPTO retrosynthesis dataset with 1.9M reactions from patents (1976-2016). (1) Given the product [F:22][C:19]([F:20])([F:21])[C:33]([OH:35])=[O:34].[CH3:23][C:16]([C:24]1[CH:25]=[C:26]([C:2]2[CH:3]=[C:4]3[C:9](=[CH:10][CH:11]=2)[N:8]2[CH:12]=[N:13][N:14]=[C:7]2[CH2:6][CH2:5]3)[CH:27]=[N:28][CH:29]=1)([CH3:15])[CH2:17][O:18][C:19]([F:20])([F:21])[F:22], predict the reactants needed to synthesize it. The reactants are: Br[C:2]1[CH:3]=[C:4]2[C:9](=[CH:10][CH:11]=1)[N:8]1[CH:12]=[N:13][N:14]=[C:7]1[CH2:6][CH2:5]2.[CH3:15][C:16]([C:24]1[CH:25]=[C:26](B(O)O)[CH:27]=[N:28][CH:29]=1)([CH3:23])[CH2:17][O:18][C:19]([F:22])([F:21])[F:20].[C:33](=O)([O-:35])[O-:34].[K+].[K+].C(O)(C)(C)C. (2) Given the product [CH3:39][C:40]1[CH:45]=[CH:44][N:43]=[C:42]([NH:46][C:24]([N:13]2[C@@H:14]3[CH2:18][N:17]([CH2:16][CH2:15]3)[C:11]3[CH:10]=[CH:9][C:8]([C:6]4[CH:5]=[CH:4][N:3]=[C:2]([CH3:1])[CH:7]=4)=[N:19][C:12]2=3)=[O:30])[CH:41]=1, predict the reactants needed to synthesize it. The reactants are: [CH3:1][C:2]1[CH:7]=[C:6]([C:8]2[CH:9]=[CH:10][C:11]3[N:17]4[CH2:18][C@H:14]([CH2:15][CH2:16]4)[NH:13][C:12]=3[N:19]=2)[CH:5]=[CH:4][N:3]=1.ClC(Cl)(O[C:24](=[O:30])OC(Cl)(Cl)Cl)Cl.C(N(CC)CC)C.[CH3:39][C:40]1[CH:45]=[CH:44][N:43]=[C:42]([NH2:46])[CH:41]=1. (3) Given the product [CH3:22][NH:23][C:2]1[N:11]=[C:10]([N:12]([C:14]2[CH:19]=[CH:18][C:17]([O:20][CH3:21])=[CH:16][CH:15]=2)[CH3:13])[C:9]2[C:4](=[CH:5][CH:6]=[CH:7][CH:8]=2)[N:3]=1, predict the reactants needed to synthesize it. The reactants are: Cl[C:2]1[N:11]=[C:10]([N:12]([C:14]2[CH:19]=[CH:18][C:17]([O:20][CH3:21])=[CH:16][CH:15]=2)[CH3:13])[C:9]2[C:4](=[CH:5][CH:6]=[CH:7][CH:8]=2)[N:3]=1.[CH3:22][NH2:23].C1COCC1. (4) Given the product [Br:8][C:9]1[CH:13]=[CH:12][S:11][C:10]=1[S:14]([N:1]1[CH:5]=[CH:4][CH:3]=[CH:2]1)(=[O:16])=[O:15], predict the reactants needed to synthesize it. The reactants are: [NH:1]1[CH:5]=[CH:4][CH:3]=[CH:2]1.[H-].[Na+].[Br:8][C:9]1[CH:13]=[CH:12][S:11][C:10]=1[S:14](Cl)(=[O:16])=[O:15].CCCCCC. (5) Given the product [NH2:11][C:8]1[CH:9]=[C:10]2[C:5](=[CH:6][C:7]=1[N+:15]([O-:17])=[O:16])[N:4]([CH2:25][C:24]1[CH:27]=[CH:28][CH:29]=[C:22]([O:21][CH3:20])[CH:23]=1)[C:3](=[O:18])[C:2]2([CH3:1])[CH3:19], predict the reactants needed to synthesize it. The reactants are: [CH3:1][C:2]1([CH3:19])[C:10]2[C:5](=[CH:6][C:7]([N+:15]([O-:17])=[O:16])=[C:8]([NH:11]C(=O)C)[CH:9]=2)[NH:4][C:3]1=[O:18].[CH3:20][O:21][C:22]1[CH:23]=[C:24]([CH:27]=[CH:28][CH:29]=1)[CH2:25]Cl.C([O-])([O-])=O.[K+].[K+].